This data is from Aqueous solubility values for 9,982 compounds from the AqSolDB database. The task is: Regression/Classification. Given a drug SMILES string, predict its absorption, distribution, metabolism, or excretion properties. Task type varies by dataset: regression for continuous measurements (e.g., permeability, clearance, half-life) or binary classification for categorical outcomes (e.g., BBB penetration, CYP inhibition). For this dataset (solubility_aqsoldb), we predict Y. (1) The compound is OCC1CCCO1. The Y is 0.389 log mol/L. (2) The drug is CN1CCN(c2c(F)cc3c(=O)c(C(=O)O)cn(CCF)c3c2F)CC1. The Y is -2.73 log mol/L.